From a dataset of Forward reaction prediction with 1.9M reactions from USPTO patents (1976-2016). Predict the product of the given reaction. Given the reactants [OH-].[Na+].[CH3:3][NH:4][NH2:5].Cl[CH:7]([CH3:18])[C:8]([C:10]1[C:15]([F:16])=[CH:14][C:13]([Cl:17])=[CH:12][N:11]=1)=O.Cl.[C:20](=[S:22])=[S:21], predict the reaction product. The product is: [Cl:17][C:13]1[CH:14]=[C:15]([F:16])[C:10]([C:8]2[CH:7]([CH3:18])[S:21][C:20](=[S:22])[N:4]([CH3:3])[N:5]=2)=[N:11][CH:12]=1.